From a dataset of Catalyst prediction with 721,799 reactions and 888 catalyst types from USPTO. Predict which catalyst facilitates the given reaction. (1) Reactant: Br[C:2]1[S:3][C:4]2[CH:10]=[C:9]([C:11]3[CH:12]=[C:13]([CH2:25][CH2:26][C:27]([O:29]CC)=[O:28])[CH:14]=[CH:15][C:16]=3[O:17][CH2:18][CH:19]3[CH2:24][CH2:23][CH2:22]C[CH2:20]3)[CH:8]=[CH:7][C:5]=2[N:6]=1.Cl.FC1C=C(CCC(O)=O)C=CC=1[O:40]C. Product: [CH:19]1([CH2:18][O:17][C:16]2[CH:15]=[CH:14][C:13]([CH2:25][CH2:26][C:27]([OH:29])=[O:28])=[CH:12][C:11]=2[C:9]2[CH:8]=[CH:7][C:5]3[NH:6][C:2](=[O:40])[S:3][C:4]=3[CH:10]=2)[CH2:24][CH2:23][CH2:22][CH2:20]1. The catalyst class is: 8. (2) The catalyst class is: 14. Reactant: [F:1][C:2]1[CH:7]=[CH:6][C:5]([N:8]2[C:13](=[O:14])[CH:12]=[CH:11][C:10]([C:15]([O:17]C)=[O:16])=[CH:9]2)=[CH:4][CH:3]=1.[OH-].[Na+]. Product: [F:1][C:2]1[CH:7]=[CH:6][C:5]([N:8]2[C:13](=[O:14])[CH:12]=[CH:11][C:10]([C:15]([OH:17])=[O:16])=[CH:9]2)=[CH:4][CH:3]=1. (3) Reactant: [F:1][C:2]1[C:22]([OH:23])=[CH:21][CH:20]=[CH:19][C:3]=1[O:4][C:5]1[CH2:9][N:8]([C@@H:10]([CH2:14][CH:15]([CH3:17])[CH3:16])[C:11]([OH:13])=O)[C:7](=[O:18])[CH:6]=1.Cl.[OH:25][C@@H:26]([CH2:56]O)[CH2:27][N:28]1[CH:32]=[CH:31][C:30]([NH:33]C(=O)[C@@H](N2CC(OC3C=CC=C(Cl)C=3Cl)=CC2=O)CC(C)C)=[N:29]1.F[P-](F)(F)(F)(F)F.N1(O[P+](N(C)C)(N(C)C)N(C)C)C2C=CC=C[C:68]=2N=N1.C(N(CC)C(C)C)(C)C. The catalyst class is: 4. Product: [OH:25][C:26]([CH3:56])([CH3:68])[CH2:27][N:28]1[CH:32]=[CH:31][C:30]([NH:33][C:11](=[O:13])[C@@H:10]([N:8]2[CH2:9][C:5]([O:4][C:3]3[CH:19]=[CH:20][CH:21]=[C:22]([OH:23])[C:2]=3[F:1])=[CH:6][C:7]2=[O:18])[CH2:14][CH:15]([CH3:17])[CH3:16])=[N:29]1. (4) Reactant: [Cl:1][C:2]1[N:7]=[CH:6][C:5]([C:8]2[CH:9]=[CH:10][C:11]3[N:12]([C:14]([C:21]4[CH:26]=[CH:25][CH:24]=[C:23]([F:27])[CH:22]=4)=[C:15]([NH:17]C(=O)C)[N:16]=3)[N:13]=2)=[CH:4][C:3]=1[NH:28][S:29]([CH3:32])(=[O:31])=[O:30].[OH-].[Na+].C([O-])(=O)C.[Na+]. Product: [NH2:17][C:15]1[N:16]=[C:11]2[CH:10]=[CH:9][C:8]([C:5]3[CH:4]=[C:3]([NH:28][S:29]([CH3:32])(=[O:30])=[O:31])[C:2]([Cl:1])=[N:7][CH:6]=3)=[N:13][N:12]2[C:14]=1[C:21]1[CH:26]=[CH:25][CH:24]=[C:23]([F:27])[CH:22]=1. The catalyst class is: 5. (5) Reactant: [CH3:1][O:2][C:3]1[CH:4]=[N:5][C:6]2[C:11]([CH:12]=1)=[CH:10][CH:9]=[C:8](B1OC(C)(C)C(C)(C)O1)[CH:7]=2.Br[C:23]1[CH:28]=[CH:27][C:26]([S:29]([N:32]2[CH2:48][CH2:47][C:35]3([O:40][CH2:39][C:38](=[O:41])[N:37]([C:42]4([CH2:45][OH:46])[CH2:44][CH2:43]4)[CH2:36]3)[CH2:34][CH2:33]2)(=[O:31])=[O:30])=[CH:25][CH:24]=1.C(=O)([O-])[O-].[K+].[K+]. Product: [OH:46][CH2:45][C:42]1([N:37]2[CH2:36][C:35]3([CH2:34][CH2:33][N:32]([S:29]([C:26]4[CH:27]=[CH:28][C:23]([C:8]5[CH:7]=[C:6]6[C:11]([CH:12]=[C:3]([O:2][CH3:1])[CH:4]=[N:5]6)=[CH:10][CH:9]=5)=[CH:24][CH:25]=4)(=[O:30])=[O:31])[CH2:48][CH2:47]3)[O:40][CH2:39][C:38]2=[O:41])[CH2:43][CH2:44]1. The catalyst class is: 77. (6) Reactant: [NH:1]1[C:9]2[C:4](=[CH:5][CH:6]=[CH:7][CH:8]=2)[C:3](/[CH:10]=[CH:11]/[C:12]2[CH:25]=[CH:24][C:15]([C:16]([N:18]3[CH2:23][CH2:22][NH:21][CH2:20][CH2:19]3)=[O:17])=[CH:14][CH:13]=2)=[N:2]1.C(OC([NH:33][C@H:34]([C:37](O)=[O:38])[CH2:35][OH:36])=O)(C)(C)C.O.ON1C2C=CC=CC=2N=N1.[ClH:51].C(N=C=NCCCN(C)C)C.CN1CCOCC1.Cl.CO. Product: [ClH:51].[ClH:51].[NH:1]1[C:9]2[C:4](=[CH:5][CH:6]=[CH:7][CH:8]=2)[C:3](/[CH:10]=[CH:11]/[C:12]2[CH:13]=[CH:14][C:15]([C:16]([N:18]3[CH2:23][CH2:22][N:21]([C:35](=[O:36])[C@@H:34]([NH2:33])[CH2:37][OH:38])[CH2:20][CH2:19]3)=[O:17])=[CH:24][CH:25]=2)=[N:2]1. The catalyst class is: 5. (7) Reactant: [CH2:1]([C@@H:8]1CNCC[N:9]1[C:14](=[O:23])[CH2:15]CC1C=CC=CC=1)[C:2]1[CH:7]=[CH:6][CH:5]=[CH:4][CH:3]=1.O([C:31]1[CH:36]=[CH:35][CH:34]=[CH:33][C:32]=1[CH2:37][CH2:38][C:39]([N:41]1[CH2:46][CH2:45][NH:44][CH2:43][C@H:42]1[CH2:47][C:48]1[CH:58]=[CH:57][C:51]([O:52]CC(O)=O)=[CH:50][CH:49]=1)=[O:40])C1C=CC=CC=1.Cl[CH2:60]Cl. Product: [OH:52][C:51]1[CH:50]=[CH:49][C:48]([CH2:47][C@@H:42]2[CH2:43][NH:44][CH2:45][CH2:46][N:41]2[C:39](=[O:40])[CH2:38][CH2:37][C:32]2[CH:33]=[CH:34][CH:35]=[CH:36][C:31]=2[CH2:60][C:7]2[CH:6]=[CH:5][CH:4]=[CH:3][C:2]=2[CH2:1][CH2:8][NH:9][C:14](=[O:23])[CH3:15])=[CH:58][CH:57]=1. The catalyst class is: 3. (8) Reactant: C[O:2][C:3]([CH:5]1[CH2:10][CH2:9][CH:8]([C:11]2[C:16]([Br:17])=[C:15]([NH2:18])[N:14]3[N:19]=[CH:20][C:21]([C:22]4[CH:23]=[N:24][C:25]5[C:30]([CH:31]=4)=[CH:29][CH:28]=[CH:27][CH:26]=5)=[C:13]3[N:12]=2)[CH2:7][NH:6]1)=[O:4].[CH3:32][O:33][CH2:34][C:35](Cl)=[O:36].C(N(CC)CC)C.[OH-].[Na+].Cl. Product: [NH2:18][C:15]1[N:14]2[N:19]=[CH:20][C:21]([C:22]3[CH:23]=[N:24][C:25]4[C:30]([CH:31]=3)=[CH:29][CH:28]=[CH:27][CH:26]=4)=[C:13]2[N:12]=[C:11]([CH:8]2[CH2:7][N:6]([C:35](=[O:36])[CH2:34][O:33][CH3:32])[CH:5]([C:3]([OH:4])=[O:2])[CH2:10][CH2:9]2)[C:16]=1[Br:17]. The catalyst class is: 118. (9) Reactant: [NH2:1][C:2]1[N:6]([C:7]2[CH:12]=[CH:11][C:10]([CH2:13][OH:14])=[CH:9][CH:8]=2)[N:5]=[C:4]([C:15]([CH3:18])([CH3:17])[CH3:16])[CH:3]=1.[OH-].[Na+].Cl[C:22]([O:24][CH2:25][C:26]([Cl:29])([Cl:28])[Cl:27])=[O:23]. Product: [Cl:27][C:26]([Cl:29])([Cl:28])[CH2:25][O:24][C:22](=[O:23])[NH:1][C:2]1[N:6]([C:7]2[CH:12]=[CH:11][C:10]([CH2:13][OH:14])=[CH:9][CH:8]=2)[N:5]=[C:4]([C:15]([CH3:18])([CH3:17])[CH3:16])[CH:3]=1. The catalyst class is: 25. (10) Reactant: [CH2:1]([O:8][C:9]([NH:11][C:12]1([C:19]2[NH:20][C:21](=O)[C:22]([OH:30])=[C:23]([C:25]([O:27][CH2:28][CH3:29])=[O:26])[N:24]=2)[CH2:17][CH2:16][C:15](=[O:18])[CH2:14][CH2:13]1)=[O:10])[C:2]1[CH:7]=[CH:6][CH:5]=[CH:4][CH:3]=1.[BH4-].[Na+]. Product: [CH2:1]([O:8][C:9]([NH:11][C:12]1([C:19]2[NH:20][CH2:21][C:22]([OH:30])=[C:23]([C:25]([O:27][CH2:28][CH3:29])=[O:26])[N:24]=2)[CH2:17][CH2:16][CH:15]([OH:18])[CH2:14][CH2:13]1)=[O:10])[C:2]1[CH:3]=[CH:4][CH:5]=[CH:6][CH:7]=1. The catalyst class is: 5.